This data is from Catalyst prediction with 721,799 reactions and 888 catalyst types from USPTO. The task is: Predict which catalyst facilitates the given reaction. (1) Reactant: C(OC([N:8]1[CH2:13][CH:12]=[C:11]([C:14]2[CH:19]=[C:18]([C:20]#[N:21])[CH:17]=[CH:16][C:15]=2[CH:22]2[C:27]3[C:28](=[O:31])[CH2:29][CH2:30][C:26]=3[N:25]([C:32]3[CH:37]=[CH:36][N:35]=[C:34]([C:38]([F:41])([F:40])[F:39])[CH:33]=3)[C:24](=[O:42])[N:23]2[CH3:43])[CH2:10][CH2:9]1)=O)(C)(C)C. Product: [CH3:43][N:23]1[CH:22]([C:15]2[CH:16]=[CH:17][C:18]([C:20]#[N:21])=[CH:19][C:14]=2[C:11]2[CH2:12][CH2:13][NH:8][CH2:9][CH:10]=2)[C:27]2[C:28](=[O:31])[CH2:29][CH2:30][C:26]=2[N:25]([C:32]2[CH:37]=[CH:36][N:35]=[C:34]([C:38]([F:41])([F:40])[F:39])[CH:33]=2)[C:24]1=[O:42]. The catalyst class is: 55. (2) Reactant: [CH3:1][O:2][C:3]1[CH:8]=[CH:7][C:6]([C:9]2[C:13]3[CH2:14][C:15]4[S:16][C:17]([C:20]5[CH:21]=[N:22][C:23]([N:26]6[CH2:31][CH2:30][N:29]([CH3:32])[CH2:28][CH2:27]6)=[CH:24][CH:25]=5)=[CH:18][C:19]=4[C:12]=3[N:11](COCC[Si](C)(C)C)[N:10]=2)=[CH:5][CH:4]=1.Cl. Product: [CH3:1][O:2][C:3]1[CH:4]=[CH:5][C:6]([C:9]2[C:13]3[CH2:14][C:15]4[S:16][C:17]([C:20]5[CH:21]=[N:22][C:23]([N:26]6[CH2:27][CH2:28][N:29]([CH3:32])[CH2:30][CH2:31]6)=[CH:24][CH:25]=5)=[CH:18][C:19]=4[C:12]=3[NH:11][N:10]=2)=[CH:7][CH:8]=1. The catalyst class is: 5. (3) Reactant: C([N:8]1[CH2:13][CH2:12][C:11](=[O:14])[CH:10]([CH3:15])[CH2:9]1)C1C=CC=CC=1.[C:24](O[C:24]([O:26][C:27]([CH3:30])([CH3:29])[CH3:28])=[O:25])([O:26][C:27]([CH3:30])([CH3:29])[CH3:28])=[O:25]. Product: [C:27]([O:26][C:24]([N:8]1[CH2:13][CH2:12][C:11](=[O:14])[CH:10]([CH3:15])[CH2:9]1)=[O:25])([CH3:28])([CH3:29])[CH3:30]. The catalyst class is: 293. (4) Reactant: [Cl:1][C:2]1[C:3]([CH:31]=O)=[C:4]([C:27]([F:30])([F:29])[F:28])[CH:5]=[C:6]2[C:11]=1[NH:10][C:9](=[O:12])[N:8]([CH2:13][C:14]1[CH:19]=[C:18]([Cl:20])[CH:17]=[CH:16][C:15]=1[S:21]([CH2:24][CH3:25])(=[O:23])=[O:22])[C:7]2=[O:26].[C:33]([O:37][C:38](=[O:47])[N:39]([CH3:46])[C@@H:40]1[CH2:45][CH2:44][CH2:43][NH:42][CH2:41]1)([CH3:36])([CH3:35])[CH3:34]. Product: [C:33]([O:37][C:38](=[O:47])[N:39]([C@@H:40]1[CH2:45][CH2:44][CH2:43][N:42]([CH2:31][C:3]2[C:2]([Cl:1])=[C:11]3[C:6]([C:7](=[O:26])[N:8]([CH2:13][C:14]4[CH:19]=[C:18]([Cl:20])[CH:17]=[CH:16][C:15]=4[S:21]([CH2:24][CH3:25])(=[O:23])=[O:22])[C:9](=[O:12])[NH:10]3)=[CH:5][C:4]=2[C:27]([F:28])([F:29])[F:30])[CH2:41]1)[CH3:46])([CH3:36])([CH3:34])[CH3:35]. The catalyst class is: 2. (5) Reactant: [CH2:1]([S:3]([N:6]1[CH2:11][CH2:10][CH:9]([C:12]2[C:20]3[C:15](=[C:16]([C:28]#[N:29])[CH:17]=[C:18]([C:21]4[CH:26]=[CH:25][C:24]([F:27])=[CH:23][CH:22]=4)[CH:19]=3)[NH:14][N:13]=2)[CH2:8][CH2:7]1)(=[O:5])=[O:4])[CH3:2].[OH-:30].[K+]. Product: [CH2:1]([S:3]([N:6]1[CH2:11][CH2:10][CH:9]([C:12]2[C:20]3[C:15](=[C:16]([C:28]([NH2:29])=[O:30])[CH:17]=[C:18]([C:21]4[CH:22]=[CH:23][C:24]([F:27])=[CH:25][CH:26]=4)[CH:19]=3)[NH:14][N:13]=2)[CH2:8][CH2:7]1)(=[O:5])=[O:4])[CH3:2]. The catalyst class is: 218. (6) Reactant: [F:1][C:2]([F:50])([F:49])[C:3]1[CH:4]=[C:5]([C@H:13]2[O:17][C:16](=[O:18])[N:15]([CH2:19][C:20]3[CH:25]=[C:24]([C:26]([F:29])([F:28])[F:27])[CH:23]=[CH:22][C:21]=3[C:30]3[CH:31]=[C:32]([C:38]4[CH:43]=[CH:42][C:41]([C:44](O)=[O:45])=[CH:40][C:39]=4C)[CH:33]=[CH:34][C:35]=3[O:36][CH3:37])[C@H:14]2[CH3:48])[CH:6]=[C:7]([C:9]([F:12])([F:11])[F:10])[CH:8]=1. Product: [F:50][C:2]([F:1])([F:49])[C:3]1[CH:4]=[C:5]([C@H:13]2[O:17][C:16](=[O:18])[N:15]([CH2:19][C:20]3[CH:25]=[C:24]([C:26]([F:29])([F:28])[F:27])[CH:23]=[CH:22][C:21]=3[C:30]3[C:35]([O:36][CH3:37])=[CH:34][CH:33]=[C:32]([C:38]4[CH:39]=[CH:40][C:41]([CH2:44][OH:45])=[CH:42][CH:43]=4)[CH:31]=3)[C@H:14]2[CH3:48])[CH:6]=[C:7]([C:9]([F:10])([F:12])[F:11])[CH:8]=1. The catalyst class is: 1. (7) Reactant: Br[C:2]1[CH:3]=[C:4]([C:11]([O:13][CH3:14])=[O:12])[S:5][C:6]=1[C:7]([F:10])([F:9])[F:8].[CH3:15][N:16]1[C:20](B2OC(C)(C)C(C)(C)O2)=[CH:19][CH:18]=[N:17]1.C([O-])([O-])=O.[K+].[K+]. Product: [CH3:15][N:16]1[C:20]([C:2]2[CH:3]=[C:4]([C:11]([O:13][CH3:14])=[O:12])[S:5][C:6]=2[C:7]([F:10])([F:9])[F:8])=[CH:19][CH:18]=[N:17]1. The catalyst class is: 70.